This data is from Catalyst prediction with 721,799 reactions and 888 catalyst types from USPTO. The task is: Predict which catalyst facilitates the given reaction. (1) Reactant: [CH3:1][N:2]1[C:6]([CH2:7][O:8][C:9]2[CH:17]=[CH:16][C:12]([C:13]([OH:15])=O)=[CH:11][N:10]=2)=[C:5]([C:18]2[CH:23]=[CH:22][CH:21]=[CH:20][N:19]=2)[N:4]=[N:3]1.CN(C(ON1N=NC2C=CC=CC1=2)=[N+](C)C)C.[B-](F)(F)(F)F.CCN(C(C)C)C(C)C.[NH2:55][CH:56]1[CH2:61][CH2:60][O:59][CH2:58][CH2:57]1. Product: [CH3:1][N:2]1[C:6]([CH2:7][O:8][C:9]2[CH:17]=[CH:16][C:12]([C:13]([NH:55][CH:56]3[CH2:61][CH2:60][O:59][CH2:58][CH2:57]3)=[O:15])=[CH:11][N:10]=2)=[C:5]([C:18]2[CH:23]=[CH:22][CH:21]=[CH:20][N:19]=2)[N:4]=[N:3]1. The catalyst class is: 3. (2) Product: [CH2:2]([O:9][C:10](=[O:17])[NH:11][C@@H:12]1[CH2:16][CH2:15][NH:14][CH2:13]1)[C:3]1[CH:8]=[CH:7][CH:6]=[CH:5][CH:4]=1. The catalyst class is: 2. Reactant: Cl.[CH2:2]([O:9][C:10](=[O:17])[NH:11][C@@H:12]1[CH2:16][CH2:15][NH:14][CH2:13]1)[C:3]1[CH:8]=[CH:7][CH:6]=[CH:5][CH:4]=1.C(=O)([O-])O.[Na+]. (3) Reactant: [CH3:1][O:2][C:3]([C:5]1[S:6][C:7]([C:30]#[C:31][C:32]([CH3:35])([CH3:34])[CH3:33])=[CH:8][C:9]=1[N:10]([CH:20]1[CH2:29][CH2:28][C:23]2(OCC[O:24]2)[CH2:22][CH2:21]1)[C:11]([CH:13]1[CH2:18][CH2:17][C:16]([CH3:19])=[CH:15][CH2:14]1)=[O:12])=[O:4].Cl.CO. Product: [CH3:1][O:2][C:3]([C:5]1[S:6][C:7]([C:30]#[C:31][C:32]([CH3:35])([CH3:34])[CH3:33])=[CH:8][C:9]=1[N:10]([C:11]([CH:13]1[CH2:18][CH2:17][C:16]([CH3:19])=[CH:15][CH2:14]1)=[O:12])[CH:20]1[CH2:21][CH2:22][C:23](=[O:24])[CH2:28][CH2:29]1)=[O:4]. The catalyst class is: 1. (4) Reactant: [N:1]1[CH:6]=[CH:5][N:4]=[CH:3][C:2]=1[C:7]([OH:9])=O.Cl.CN(C)CCCN=C=NCC.[CH2:22]([O:29][C:30]1[CH:36]=[CH:35][C:33]([NH2:34])=[CH:32][C:31]=1[F:37])[C:23]1[CH:28]=[CH:27][CH:26]=[CH:25][CH:24]=1. Product: [CH2:22]([O:29][C:30]1[CH:36]=[CH:35][C:33]([NH:34][C:7]([C:2]2[CH:3]=[N:4][CH:5]=[CH:6][N:1]=2)=[O:9])=[CH:32][C:31]=1[F:37])[C:23]1[CH:24]=[CH:25][CH:26]=[CH:27][CH:28]=1. The catalyst class is: 17. (5) Reactant: [CH2:1]([O:3][C:4](=[O:15])[C:5]([C:7]1(Br)[CH2:11][CH2:10][O:9][CH:8]1[O:12][CH3:13])=[O:6])[CH3:2].C(N(CC)CC)C.[H][H]. Product: [CH2:1]([O:3][C:4](=[O:15])[C:5]([CH:7]1[CH2:11][CH2:10][O:9][CH:8]1[O:12][CH3:13])=[O:6])[CH3:2]. The catalyst class is: 29. (6) Reactant: C[O:2][C:3]1[CH:4]=[C:5]2[C:9](=[CH:10][CH:11]=1)[C@H:8]([C@H:12]([CH2:17][CH3:18])[C:13]([O:15][CH3:16])=[O:14])[CH2:7][CH2:6]2.[Al+3].[Cl-].[Cl-].[Cl-].CCS. Product: [OH:2][C:3]1[CH:4]=[C:5]2[C:9](=[CH:10][CH:11]=1)[C@H:8]([C@H:12]([CH2:17][CH3:18])[C:13]([O:15][CH3:16])=[O:14])[CH2:7][CH2:6]2. The catalyst class is: 2.